From a dataset of Peptide-MHC class II binding affinity with 134,281 pairs from IEDB. Regression. Given a peptide amino acid sequence and an MHC pseudo amino acid sequence, predict their binding affinity value. This is MHC class II binding data. (1) The peptide sequence is YGGSWKLEGRWDGEE. The MHC is HLA-DQA10501-DQB10303 with pseudo-sequence HLA-DQA10501-DQB10303. The binding affinity (normalized) is 0. (2) The peptide sequence is AFILDGDNWFPKV. The MHC is HLA-DQA10501-DQB10201 with pseudo-sequence HLA-DQA10501-DQB10201. The binding affinity (normalized) is 0.640. (3) The peptide sequence is MKDFDEPGHLAPTGM. The MHC is DRB1_0101 with pseudo-sequence DRB1_0101. The binding affinity (normalized) is 0.424. (4) The peptide sequence is YDKFLANVSTVATGK. The MHC is DRB1_0405 with pseudo-sequence DRB1_0405. The binding affinity (normalized) is 0.636. (5) The peptide sequence is CFAPLYHAMDVTTQ. The MHC is DRB1_1501 with pseudo-sequence DRB1_1501. The binding affinity (normalized) is 0.295. (6) The peptide sequence is SLYNTVATLYCVHAGIEV. The MHC is DRB1_0901 with pseudo-sequence DRB1_0901. The binding affinity (normalized) is 0.260. (7) The peptide sequence is ATTEEQKLIEDINAS. The MHC is HLA-DQA10501-DQB10301 with pseudo-sequence HLA-DQA10501-DQB10301. The binding affinity (normalized) is 0.407. (8) The peptide sequence is GSDPKKLVLDIKYTR. The MHC is HLA-DPA10201-DPB10101 with pseudo-sequence HLA-DPA10201-DPB10101. The binding affinity (normalized) is 0.379.